Dataset: hERG potassium channel inhibition data for cardiac toxicity prediction from Karim et al.. Task: Regression/Classification. Given a drug SMILES string, predict its toxicity properties. Task type varies by dataset: regression for continuous values (e.g., LD50, hERG inhibition percentage) or binary classification for toxic/non-toxic outcomes (e.g., AMES mutagenicity, cardiotoxicity, hepatotoxicity). Dataset: herg_karim. The compound is COc1cc(N2CCN(S(C)(=O)=O)CC2)ccc1Nc1ncc(Cl)c(-c2cnc3ccccn23)n1. The result is 0 (non-blocker).